From a dataset of Reaction yield outcomes from USPTO patents with 853,638 reactions. Predict the reaction yield, written as a fraction of the theoretical maximum amount of product (1.0 means a 100% yield; for example, 0.34 means a 34% yield). (1) The reactants are Br[C:2]1[S:6][C:5]([NH:7][C:8]([NH:10][C:11]2[CH:16]=[CH:15][C:14]([CH3:17])=[CH:13][C:12]=2[C:18]([CH:20]2[CH2:24][CH2:23][CH2:22][CH2:21]2)=[O:19])=[O:9])=[N:4][CH:3]=1.[CH3:25][O:26][C:27](=[O:39])[CH:28]([NH:31][C:32]([O:34][C:35]([CH3:38])([CH3:37])[CH3:36])=[O:33])[CH2:29][SH:30]. No catalyst specified. The product is [CH3:25][O:26][C:27](=[O:39])[CH:28]([NH:31][C:32]([O:34][C:35]([CH3:37])([CH3:36])[CH3:38])=[O:33])[CH2:29][S:30][C:2]1[S:6][C:5]([NH:7][C:8]([NH:10][C:11]2[CH:16]=[CH:15][C:14]([CH3:17])=[CH:13][C:12]=2[C:18]([CH:20]2[CH2:24][CH2:23][CH2:22][CH2:21]2)=[O:19])=[O:9])=[N:4][CH:3]=1. The yield is 0.350. (2) The reactants are [O:1]=[C:2]1[NH:7][C:6](=[O:8])[CH:5]=[C:4]([CH2:9][CH2:10][CH3:11])[N:3]1[CH2:12][C:13]1[CH:18]=[CH:17][C:16]([C:19]2[C:20]([C:25]#[N:26])=[CH:21][CH:22]=[CH:23][CH:24]=2)=[CH:15][CH:14]=1.Br[CH2:28][C:29]([C:31]1[CH:36]=[CH:35][C:34]([O:37][CH3:38])=[CH:33][CH:32]=1)=[O:30].CN(C)C=O.[H-].[Na+]. The catalyst is C(OCC)(=O)C. The product is [CH3:38][O:37][C:34]1[CH:35]=[CH:36][C:31]([C:29](=[O:30])[CH2:28][N:7]2[C:6](=[O:8])[CH:5]=[C:4]([CH2:9][CH2:10][CH3:11])[N:3]([CH2:12][C:13]3[CH:18]=[CH:17][C:16]([C:19]4[C:20]([C:25]#[N:26])=[CH:21][CH:22]=[CH:23][CH:24]=4)=[CH:15][CH:14]=3)[C:2]2=[O:1])=[CH:32][CH:33]=1. The yield is 0.810. (3) The yield is 0.170. The catalyst is FC(F)(F)C(O)=O. The product is [Br:33][C:10]1[C:9]([OH:8])=[CH:31][C:13]([O:14][C:15]2[N:19]([CH3:20])[N:18]=[C:17]([CH:21]3[CH2:22][CH2:23]3)[C:16]=2/[CH:24]=[CH:25]/[C:26]([O:28][CH2:29][CH3:30])=[O:27])=[C:12]([CH3:32])[CH:11]=1. The reactants are C([O:8][C:9]1[C:10]([Br:33])=[CH:11][C:12]([CH3:32])=[C:13]([CH:31]=1)[O:14][C:15]1[N:19]([CH3:20])[N:18]=[C:17]([CH:21]2[CH2:23][CH2:22]2)[C:16]=1/[CH:24]=[CH:25]/[C:26]([O:28][CH2:29][CH3:30])=[O:27])C1C=CC=CC=1. (4) The yield is 0.620. The product is [CH2:1]([C:5]1[N:6]=[C:7]([CH3:27])[N:8]([CH2:59][C:60]2([CH3:64])[CH2:63][O:62][CH2:61]2)[C:9](=[O:26])[C:10]=1[CH2:11][C:12]1[CH:17]=[CH:16][C:15]([C:18]2[C:19]([C:24]#[N:25])=[CH:20][CH:21]=[CH:22][CH:23]=2)=[CH:14][CH:13]=1)[CH2:2][CH2:3][CH3:4]. The reactants are [CH2:1]([C:5]1[N:6]=[C:7]([CH3:27])[NH:8][C:9](=[O:26])[C:10]=1[CH2:11][C:12]1[CH:17]=[CH:16][C:15]([C:18]2[C:19]([C:24]#[N:25])=[CH:20][CH:21]=[CH:22][CH:23]=2)=[CH:14][CH:13]=1)[CH2:2][CH2:3][CH3:4].N(C(N1CCCCC1)=O)=NC(N1CCCCC1)=O.C(P(CCCC)CCCC)CCC.[CH3:59][C:60]1([CH2:64]O)[CH2:63][O:62][CH2:61]1. The catalyst is C(OCC)(=O)C.O1CCCC1. (5) The reactants are [CH:1]([C:3]1(O)[CH2:7][CH2:6][CH2:5][CH2:4]1)=[CH2:2].C[O:10][C:11]([CH3:13])=[CH2:12].OP(O)(O)=O.N#N. The catalyst is CC(OC)(C)C.C(N(CC)CC)C. The product is [C:3]1(=[CH:1][CH2:2][CH2:12][C:11](=[O:10])[CH3:13])[CH2:7][CH2:6][CH2:5][CH2:4]1. The yield is 0.690.